From a dataset of Forward reaction prediction with 1.9M reactions from USPTO patents (1976-2016). Predict the product of the given reaction. (1) Given the reactants [H-].[Na+].[NH2:3][C:4]1[C:13]([C:14]([NH:16][C:17]2[CH:22]=[N:21][CH:20]=[C:19]3[NH:23][CH:24]=[CH:25][C:18]=23)=[O:15])=[C:7]2[N:8]=[CH:9][C:10]([F:12])=[CH:11][N:6]2[N:5]=1.N[C@H:27](C(O)=O)CCSC, predict the reaction product. The product is: [NH2:3][C:4]1[C:13]([C:14]([NH:16][C:17]2[CH:22]=[N:21][CH:20]=[C:19]3[N:23]([CH3:27])[CH:24]=[CH:25][C:18]=23)=[O:15])=[C:7]2[N:8]=[CH:9][C:10]([F:12])=[CH:11][N:6]2[N:5]=1. (2) Given the reactants C(OCC)(=O)C.CCCCCCC.[F:14][C:15]1[CH:46]=[CH:45][C:18]([CH2:19][CH:20]2[C:25]3([CH2:30][CH2:29][N:28](C)[CH2:27][CH2:26]3)[O:24][CH2:23][C:22](=[O:32])[N:21]2[CH2:33][C:34]2[CH:39]=[CH:38][C:37]([O:40][CH2:41][CH:42]([CH3:44])[CH3:43])=[CH:36][CH:35]=2)=[CH:17][CH:16]=1.C(OC(N1CCC2(OCC(=O)N(CC3C=CC(OCC(C)C)=CC=3)C2CC2C=CC(F)=CC=2)CC1)=O)C1C=CC=CC=1, predict the reaction product. The product is: [F:14][C:15]1[CH:16]=[CH:17][C:18]([CH2:19][CH:20]2[C:25]3([CH2:26][CH2:27][NH:28][CH2:29][CH2:30]3)[O:24][CH2:23][C:22](=[O:32])[N:21]2[CH2:33][C:34]2[CH:39]=[CH:38][C:37]([O:40][CH2:41][CH:42]([CH3:43])[CH3:44])=[CH:36][CH:35]=2)=[CH:45][CH:46]=1. (3) Given the reactants [N+:1]([C:4]1[CH:16]=[CH:15][C:14]2[C:13]3[C:8](=[CH:9][CH:10]=[CH:11][CH:12]=3)[CH2:7][C:6]=2[CH:5]=1)([O-:3])=[O:2].[CH:17](=O)[C:18]1[C:19](=[CH:21][CH:22]=[CH:23][CH:24]=1)[OH:20].C(Cl)Cl, predict the reaction product. The product is: [N+:1]([C:4]1[CH:16]=[CH:15][C:14]2[C:13]3[C:8](=[CH:9][CH:10]=[CH:11][CH:12]=3)[C:7](=[CH:17][C:18]3[CH:24]=[CH:23][CH:22]=[CH:21][C:19]=3[OH:20])[C:6]=2[CH:5]=1)([O-:3])=[O:2].